The task is: Predict the reactants needed to synthesize the given product.. This data is from Full USPTO retrosynthesis dataset with 1.9M reactions from patents (1976-2016). (1) Given the product [CH2:22]([S:23][C:7]1[CH:8]=[N:9][CH:10]=[C:11]([Cl:13])[CH:12]=1)[C:16]1[CH:21]=[CH:20][CH:19]=[CH:18][CH:17]=1, predict the reactants needed to synthesize it. The reactants are: FC(F)(F)S(O[C:7]1[CH:8]=[N:9][CH:10]=[C:11]([Cl:13])[CH:12]=1)(=O)=O.[C:16]1([CH2:22][SH:23])[CH:21]=[CH:20][CH:19]=[CH:18][CH:17]=1.C(N(CC)C(C)C)(C)C. (2) Given the product [O:27]=[C:26]1[C:25]([C:24](=[O:23])[CH2:31][CH3:32])=[CH:1][C:3]2[C:29](=[CH:30][C:6]([N:9]3[CH2:10][CH2:11][N:12]([C:15]([O:17][C:18]([CH3:21])([CH3:20])[CH3:19])=[O:16])[CH2:13][CH2:14]3)=[CH:5][CH:4]=2)[O:28]1, predict the reactants needed to synthesize it. The reactants are: [CH:1]([C:3]1C=C[C:6]([N:9]2[CH2:14][CH2:13][N:12]([C:15]([O:17][C:18]([CH3:21])([CH3:20])[CH3:19])=[O:16])[CH2:11][CH2:10]2)=[CH:5][C:4]=1O)=O.[O:23]=[C:24]([CH2:31][CH3:32])[CH2:25][C:26]([O:28][CH2:29][CH3:30])=[O:27].CC(O)=O.N1CCCCC1. (3) Given the product [NH2:8][C:7]1[CH:6]=[CH:5][C:4]([N:11]([C:16]2[C:35]([CH:36]3[CH2:38][CH2:37]3)=[CH:34][C:19]3[C:20]([C:30]([NH:32][CH3:33])=[O:31])=[C:21]([C:23]4[CH:24]=[CH:25][C:26]([Cl:29])=[CH:27][CH:28]=4)[O:22][C:18]=3[CH:17]=2)[S:12]([CH3:15])(=[O:14])=[O:13])=[CH:3][C:2]=1[Cl:1], predict the reactants needed to synthesize it. The reactants are: [Cl:1][C:2]1[CH:3]=[C:4]([N:11]([C:16]2[C:35]([CH:36]3[CH2:38][CH2:37]3)=[CH:34][C:19]3[C:20]([C:30]([NH:32][CH3:33])=[O:31])=[C:21]([C:23]4[CH:28]=[CH:27][C:26]([Cl:29])=[CH:25][CH:24]=4)[O:22][C:18]=3[CH:17]=2)[S:12]([CH3:15])(=[O:14])=[O:13])[CH:5]=[CH:6][C:7]=1[N+:8]([O-])=O. (4) Given the product [CH3:1][S:2]([C:5]1[CH:10]=[C:9]([N+:11]([O-:13])=[O:12])[CH:8]=[C:7]([O:18][CH3:17])[CH:6]=1)(=[O:4])=[O:3], predict the reactants needed to synthesize it. The reactants are: [CH3:1][S:2]([C:5]1[CH:10]=[C:9]([N+:11]([O-:13])=[O:12])[CH:8]=[C:7]([N+]([O-])=O)[CH:6]=1)(=[O:4])=[O:3].[CH3:17][O-:18].[Na+].O. (5) Given the product [C:13]([O:12][C:10]([N:5]1[CH2:6][C@@H:2]([OH:1])[CH2:3][C@H:4]1[C:7]([OH:9])=[O:8])=[O:11])([CH3:16])([CH3:15])[CH3:14], predict the reactants needed to synthesize it. The reactants are: [OH:1][C@@H:2]1[CH2:6][NH:5][C@H:4]([C:7]([OH:9])=[O:8])[CH2:3]1.[C:10](O[C:10]([O:12][C:13]([CH3:16])([CH3:15])[CH3:14])=[O:11])([O:12][C:13]([CH3:16])([CH3:15])[CH3:14])=[O:11].[OH-].[Na+].C(O)(=O)CC(CC(O)=O)(C(O)=O)O. (6) Given the product [CH3:1][O:2][C:3]1[CH:4]=[C:5]([C:13]2[CH:14]=[C:15]([CH:18]=[CH:19][N:20]=2)[CH:16]=[O:17])[CH:6]=[CH:7][CH:8]=1, predict the reactants needed to synthesize it. The reactants are: [CH3:1][O:2][C:3]1[CH:4]=[C:5](B(O)O)[CH:6]=[CH:7][CH:8]=1.Br[C:13]1[CH:14]=[C:15]([CH:18]=[CH:19][N:20]=1)[CH:16]=[O:17].C([O-])([O-])=O.[K+].[K+]. (7) Given the product [O:19]([C:26]1[N:31]=[CH:30][C:29]([NH:32][C:13](=[O:15])[C:12]2[CH:16]=[CH:17][CH:18]=[C:10]([S:7]([N:1]3[CH2:2][CH2:3][CH2:4][CH2:5][CH2:6]3)(=[O:8])=[O:9])[CH:11]=2)=[CH:28][CH:27]=1)[C:20]1[CH:21]=[CH:22][CH:23]=[CH:24][CH:25]=1, predict the reactants needed to synthesize it. The reactants are: [N:1]1([S:7]([C:10]2[CH:11]=[C:12]([CH:16]=[CH:17][CH:18]=2)[C:13]([OH:15])=O)(=[O:9])=[O:8])[CH2:6][CH2:5][CH2:4][CH2:3][CH2:2]1.[O:19]([C:26]1[N:31]=[CH:30][C:29]([NH2:32])=[CH:28][CH:27]=1)[C:20]1[CH:25]=[CH:24][CH:23]=[CH:22][CH:21]=1. (8) Given the product [F:1][C:2]1[CH:3]=[CH:4][C:5]([CH2:6][N:7]2[C:15]3[C:10](=[N:11][CH:12]=[CH:13][CH:14]=3)[C:9]([C:16]([NH:45][CH:46]3[CH2:47][CH2:48][N:49]([C:52]([O:54][C:55]([CH3:58])([CH3:57])[CH3:56])=[O:53])[CH2:50][CH2:51]3)=[O:18])=[CH:8]2)=[CH:19][CH:20]=1, predict the reactants needed to synthesize it. The reactants are: [F:1][C:2]1[CH:20]=[CH:19][C:5]([CH2:6][N:7]2[C:15]3[C:10](=[N:11][CH:12]=[CH:13][CH:14]=3)[C:9]([C:16]([OH:18])=O)=[CH:8]2)=[CH:4][CH:3]=1.CN(C(ON1N=NC2C=CC=NC1=2)=[N+](C)C)C.F[P-](F)(F)(F)(F)F.[NH2:45][CH:46]1[CH2:51][CH2:50][N:49]([C:52]([O:54][C:55]([CH3:58])([CH3:57])[CH3:56])=[O:53])[CH2:48][CH2:47]1.CCOC(C)=O. (9) Given the product [CH3:24][O:19][C:17](=[O:18])[CH:16]([C:13]1[CH:14]=[CH:15][C:10]([CH2:9][NH2:8])=[CH:11][CH:12]=1)[CH2:20][CH:21]=[CH2:22], predict the reactants needed to synthesize it. The reactants are: C(OC([NH:8][CH2:9][C:10]1[CH:15]=[CH:14][C:13]([CH:16]([CH2:20][CH:21]=[CH2:22])[C:17]([OH:19])=[O:18])=[CH:12][CH:11]=1)=O)(C)(C)C.Cl.[CH3:24]O.